Dataset: Forward reaction prediction with 1.9M reactions from USPTO patents (1976-2016). Task: Predict the product of the given reaction. (1) Given the reactants Cl[C:2]1[C:7]([C:8]#[N:9])=[CH:6][N:5]=[C:4]2[N:10]([CH2:13][O:14][CH2:15][CH2:16][Si:17]([CH3:20])([CH3:19])[CH3:18])[CH:11]=[CH:12][C:3]=12.[CH2:21]([N:28]1[CH2:32][CH2:31][CH:30]([NH2:33])[CH2:29]1)[C:22]1[CH:27]=[CH:26][CH:25]=[CH:24][CH:23]=1.C(N(CC)C(C)C)(C)C, predict the reaction product. The product is: [CH2:21]([N:28]1[CH2:32][CH2:31][CH:30]([NH:33][C:2]2[C:7]([C:8]#[N:9])=[CH:6][N:5]=[C:4]3[N:10]([CH2:13][O:14][CH2:15][CH2:16][Si:17]([CH3:20])([CH3:19])[CH3:18])[CH:11]=[CH:12][C:3]=23)[CH2:29]1)[C:22]1[CH:23]=[CH:24][CH:25]=[CH:26][CH:27]=1. (2) Given the reactants [C:1]1([CH3:11])[CH:6]=[CH:5][C:4]([S:7](Cl)(=[O:9])=[O:8])=[CH:3][CH:2]=1.[OH:12]CCOCCOCCOCCO.C(N(CC)CC)C, predict the reaction product. The product is: [C:1]1([CH3:11])[CH:6]=[CH:5][C:4]([S:7]([OH:12])(=[O:9])=[O:8])=[CH:3][CH:2]=1. (3) Given the reactants [CH3:1][C:2]1[N:6]([CH3:7])[C:5]([C:8]2[CH:9]=[C:10]([NH2:14])[CH:11]=[CH:12][CH:13]=2)=[CH:4][N:3]=1.[CH2:15]([C:22]1[N:23]=[N:24][C:25](Cl)=[CH:26][CH:27]=1)[C:16]1[CH:21]=[CH:20][CH:19]=[CH:18][CH:17]=1.C(=O)([O-])[O-].[K+].[K+], predict the reaction product. The product is: [CH2:15]([C:22]1[N:23]=[N:24][C:25]([NH:14][C:10]2[CH:11]=[CH:12][CH:13]=[C:8]([C:5]3[N:6]([CH3:7])[C:2]([CH3:1])=[N:3][CH:4]=3)[CH:9]=2)=[CH:26][CH:27]=1)[C:16]1[CH:21]=[CH:20][CH:19]=[CH:18][CH:17]=1. (4) Given the reactants [CH3:1][N:2]([CH2:26][C:27](=[O:33])[N:28]1[CH2:32][CH2:31][CH2:30][CH2:29]1)[CH:3]1[CH2:8][CH2:7][CH:6]([O:9][C:10]2[C:21]3[C:20]4[C@@H:19]([CH2:22][CH2:23][C:24]#[N:25])[CH2:18][CH2:17][C:16]=4[S:15][C:14]=3[N:13]=[CH:12][N:11]=2)[CH2:5][CH2:4]1.[OH:34][Li].O.OO, predict the reaction product. The product is: [CH3:1][N:2]([CH2:26][C:27](=[O:33])[N:28]1[CH2:32][CH2:31][CH2:30][CH2:29]1)[CH:3]1[CH2:4][CH2:5][CH:6]([O:9][C:10]2[C:21]3[C:20]4[C@@H:19]([CH2:22][CH2:23][C:24]([NH2:25])=[O:34])[CH2:18][CH2:17][C:16]=4[S:15][C:14]=3[N:13]=[CH:12][N:11]=2)[CH2:7][CH2:8]1.